From a dataset of Full USPTO retrosynthesis dataset with 1.9M reactions from patents (1976-2016). Predict the reactants needed to synthesize the given product. (1) Given the product [CH3:32][CH:31]([CH3:33])[C@H:26]([N:21]1[CH2:20][C:19]2[C:23](=[CH:24][C:16]([C:13]3[CH:12]=[CH:11][C:10]([NH:9][C:1](=[O:8])[C:2]4[CH:3]=[CH:4][C:5]([CH2:37][CH2:36][CH2:35][CH2:40][CH3:39])=[CH:6][CH:7]=4)=[CH:15][CH:14]=3)=[CH:17][CH:18]=2)[C:22]1=[O:25])[C:27]([O:29][CH3:30])=[O:28], predict the reactants needed to synthesize it. The reactants are: [C:1]([NH:9][C:10]1[CH:15]=[CH:14][C:13]([C:16]2[CH:24]=[C:23]3[C:19]([CH2:20][N:21]([C@@H:26]([CH:31]([CH3:33])[CH3:32])[C:27]([O:29][CH3:30])=[O:28])[C:22]3=[O:25])=[CH:18][CH:17]=2)=[CH:12][CH:11]=1)(=[O:8])[C:2]1[CH:7]=[CH:6][CH:5]=[CH:4][CH:3]=1.N[C:35]1[CH:40]=[CH:39]C([C:35]2[CH:40]=[C:39]3C(CN([C@@H](C(C)C)C(OC)=O)C3=O)=[CH:37][CH:36]=2)=[CH:37][CH:36]=1.C(C1C=CC(C(Cl)=O)=CC=1)CCCC. (2) The reactants are: [F:1][C:2]1([F:31])[O:6][C:5]2[CH:7]=[CH:8][C:9]([C:11]3([C:14]([NH:16][C:17]4[CH:22]=[CH:21][C:20]([CH3:23])=[C:19]([C:24]5[CH:29]=[CH:28][C:27](=[O:30])[NH:26][CH:25]=5)[N:18]=4)=[O:15])[CH2:13][CH2:12]3)=[CH:10][C:4]=2[O:3]1.Cl[CH2:33][C@@H:34]1[CH2:38][O:37]C(C)(C)[O:35]1.C(=O)([O-])[O-].[K+].[K+].CN(C)C=O. Given the product [F:31][C:2]1([F:1])[O:6][C:5]2[CH:7]=[CH:8][C:9]([C:11]3([C:14]([NH:16][C:17]4[CH:22]=[CH:21][C:20]([CH3:23])=[C:19]([C:24]5[CH:29]=[CH:28][C:27](=[O:30])[N:26]([CH2:33][C@@H:34]([OH:35])[CH2:38][OH:37])[CH:25]=5)[N:18]=4)=[O:15])[CH2:13][CH2:12]3)=[CH:10][C:4]=2[O:3]1, predict the reactants needed to synthesize it.